Dataset: Peptide-MHC class I binding affinity with 185,985 pairs from IEDB/IMGT. Task: Regression. Given a peptide amino acid sequence and an MHC pseudo amino acid sequence, predict their binding affinity value. This is MHC class I binding data. (1) The peptide sequence is EVYTQLCDHR. The MHC is HLA-A68:01 with pseudo-sequence HLA-A68:01. The binding affinity (normalized) is 0.754. (2) The peptide sequence is ITRLEVIGLT. The MHC is HLA-A02:02 with pseudo-sequence HLA-A02:02. The binding affinity (normalized) is 0.288. (3) The peptide sequence is TGIAIIAYI. The MHC is HLA-B08:01 with pseudo-sequence HLA-B08:01. The binding affinity (normalized) is 0.213. (4) The peptide sequence is IPVEPAFQV. The MHC is HLA-B51:01 with pseudo-sequence HLA-B51:01. The binding affinity (normalized) is 0.488. (5) The peptide sequence is IEFIEVVRL. The MHC is HLA-A01:01 with pseudo-sequence HLA-A01:01. The binding affinity (normalized) is 0.0847.